Dataset: TCR-epitope binding with 47,182 pairs between 192 epitopes and 23,139 TCRs. Task: Binary Classification. Given a T-cell receptor sequence (or CDR3 region) and an epitope sequence, predict whether binding occurs between them. (1) The epitope is CLGGLLTMV. The TCR CDR3 sequence is CASSFGVLTEAFF. Result: 0 (the TCR does not bind to the epitope). (2) The TCR CDR3 sequence is CATSLLVRDNEQFF. Result: 1 (the TCR binds to the epitope). The epitope is YSEHPTFTSQY. (3) The epitope is GTSGSPIINR. The TCR CDR3 sequence is CASSLAGGSTGELFF. Result: 0 (the TCR does not bind to the epitope).